Task: Predict the product of the given reaction.. Dataset: Forward reaction prediction with 1.9M reactions from USPTO patents (1976-2016) (1) The product is: [C:26]([C:25]1[C:20]2[C:21](=[CH:22][CH:23]=[CH:17][CH:18]=2)[NH:24][N:38]=1)(=[O:29])[CH3:27]. Given the reactants Cl.CC1C=CC(S(OC[C@@H]2O[C:18]3[C:20]([CH3:25])=[C:21]([NH2:24])[CH:22]=[CH:23][C:17]=3OC2)(=O)=O)=CC=1.[C:26]([O-:29])(=O)[CH3:27].[K+].C(OC(=O)C)(=O)C.[N:38](OCCC(C)C)=O, predict the reaction product. (2) Given the reactants C[Si](Br)(C)C.[CH2:6]([C:8]([C:33]1[CH:55]=[CH:54][C:36]([O:37][CH2:38][CH2:39][CH2:40][CH2:41][CH2:42][N:43]2[C:51](=[O:52])[C:50]3[C:45](=[CH:46][CH:47]=[CH:48][CH:49]=3)[C:44]2=[O:53])=[C:35]([CH3:56])[CH:34]=1)([C:11]1[CH:16]=[CH:15][C:14](/[CH:17]=[CH:18]/[C:19]([O:28]COC)([C:24]([F:27])([F:26])[F:25])[C:20]([F:23])([F:22])[F:21])=[C:13]([CH3:32])[CH:12]=1)[CH2:9][CH3:10])[CH3:7], predict the reaction product. The product is: [CH2:6]([C:8]([C:33]1[CH:55]=[CH:54][C:36]([O:37][CH2:38][CH2:39][CH2:40][CH2:41][CH2:42][N:43]2[C:44](=[O:53])[C:45]3[C:50](=[CH:49][CH:48]=[CH:47][CH:46]=3)[C:51]2=[O:52])=[C:35]([CH3:56])[CH:34]=1)([C:11]1[CH:16]=[CH:15][C:14](/[CH:17]=[CH:18]/[C:19]([OH:28])([C:20]([F:21])([F:22])[F:23])[C:24]([F:27])([F:25])[F:26])=[C:13]([CH3:32])[CH:12]=1)[CH2:9][CH3:10])[CH3:7]. (3) Given the reactants Cl[C:2]1[CH:11]=[CH:10][C:9]2[C:4](=[CH:5][CH:6]=[CH:7][CH:8]=2)[N:3]=1.C[Si](Cl)(C)C.[I-:17].[Na+], predict the reaction product. The product is: [I:17][C:2]1[CH:11]=[CH:10][C:9]2[C:4](=[CH:5][CH:6]=[CH:7][CH:8]=2)[N:3]=1. (4) Given the reactants S(Cl)(Cl)=[O:2].[CH3:5][N:6]([CH:8]=[O:9])[CH3:7].[CH2:10](OC1C2N=C(Cl)OC=2C=CC=1)[C:11]1[CH:16]=CC=C[CH:12]=1.C([N:30]([CH:34]([CH3:36])[CH3:35])C(C)C)C, predict the reaction product. The product is: [C:11]([O:9][C:8]([N:6]1[CH2:7][CH2:35][CH:34]([NH2:30])[CH2:36][CH2:5]1)=[O:2])([CH3:16])([CH3:12])[CH3:10]. (5) Given the reactants [F:1][C:2]1[CH:3]=[CH:4][C:5]([C:8](=[O:10])[CH3:9])=[N:6][CH:7]=1.[Na].O, predict the reaction product. The product is: [F:1][C:2]1[CH:3]=[CH:4][C:5]([CH:8]([OH:10])[CH3:9])=[N:6][CH:7]=1. (6) The product is: [CH2:1]([O:8][CH2:9][C:10]1([S:13]([O-:16])(=[O:15])=[O:14])[CH2:11][CH2:12]1)[C:2]1[CH:3]=[CH:4][CH:5]=[CH:6][CH:7]=1.[K+:20]. Given the reactants [CH2:1]([O:8][CH2:9][C:10]1([S:13]([O-:16])(=[O:15])=[O:14])[CH2:12][CH2:11]1)[C:2]1[CH:7]=[CH:6][CH:5]=[CH:4][CH:3]=1.C([S-])#N.[K+:20], predict the reaction product. (7) Given the reactants Br[C:2]1[N:7]=[C:6]([C:8]([O:10][CH3:11])=[O:9])[CH:5]=[CH:4][C:3]=1[F:12].[F:13][C:14]1[CH:19]=[C:18]([CH2:20][O:21][CH:22]2[CH2:27][CH2:26][O:25][CH2:24][CH2:23]2)[CH:17]=[C:16]([F:28])[C:15]=1B1OC(C)(C)C(C)(C)O1, predict the reaction product. The product is: [F:13][C:14]1[CH:19]=[C:18]([CH2:20][O:21][CH:22]2[CH2:27][CH2:26][O:25][CH2:24][CH2:23]2)[CH:17]=[C:16]([F:28])[C:15]=1[C:2]1[N:7]=[C:6]([C:8]([O:10][CH3:11])=[O:9])[CH:5]=[CH:4][C:3]=1[F:12]. (8) Given the reactants [Br:1][C:2]1[CH:3]=[C:4]2[C:8](=[N:9][CH:10]=1)[NH:7][CH:6]=[CH:5]2.[F:11][C:12]1[C:19]([O:20][CH2:21][CH2:22][O:23][CH:24]2[CH2:29][CH2:28][CH2:27][CH2:26][O:25]2)=[CH:18][CH:17]=[C:16]([F:30])[C:13]=1[CH:14]=[O:15].[OH-].[K+].O, predict the reaction product. The product is: [Br:1][C:2]1[CH:3]=[C:4]2[C:5]([CH:14]([C:13]3[C:16]([F:30])=[CH:17][CH:18]=[C:19]([O:20][CH2:21][CH2:22][O:23][CH:24]4[CH2:29][CH2:28][CH2:27][CH2:26][O:25]4)[C:12]=3[F:11])[OH:15])=[CH:6][NH:7][C:8]2=[N:9][CH:10]=1. (9) Given the reactants [CH2:1]([N:8]1[C:13](=[O:14])[C:12]([CH3:15])=[C:11]([CH3:16])[N:10]=[C:9]1[C@H:17]([NH:21][C:22](=[O:30])[C:23]1[CH:28]=[CH:27][C:26]([CH3:29])=[CH:25][CH:24]=1)[CH:18]([CH3:20])[CH3:19])[C:2]1[CH:7]=[CH:6][CH:5]=[CH:4][CH:3]=1.[H-].[Na+].Cl[CH2:34][CH2:35][N:36]1[CH2:40][CH2:39][CH2:38][CH2:37]1, predict the reaction product. The product is: [CH2:1]([N:8]1[C:13](=[O:14])[C:12]([CH3:15])=[C:11]([CH3:16])[N:10]=[C:9]1[C@H:17]([N:21]([CH2:34][CH2:35][N:36]1[CH2:40][CH2:39][CH2:38][CH2:37]1)[C:22](=[O:30])[C:23]1[CH:28]=[CH:27][C:26]([CH3:29])=[CH:25][CH:24]=1)[CH:18]([CH3:20])[CH3:19])[C:2]1[CH:3]=[CH:4][CH:5]=[CH:6][CH:7]=1. (10) The product is: [C:15]([O:18][CH2:19][CH2:20][O:14][C:10]1[CH:11]=[CH:12][CH:13]=[C:8]([CH2:7][N:5]2[CH:6]=[C:2]([Br:1])[CH:3]=[N:4]2)[CH:9]=1)(=[O:17])[CH3:16]. Given the reactants [Br:1][C:2]1[CH:3]=[N:4][N:5]([CH2:7][C:8]2[CH:9]=[C:10]([OH:14])[CH:11]=[CH:12][CH:13]=2)[CH:6]=1.[C:15]([O:18][CH2:19][CH2:20]Br)(=[O:17])[CH3:16].C(=O)([O-])[O-].[K+].[K+], predict the reaction product.